From a dataset of NCI-60 drug combinations with 297,098 pairs across 59 cell lines. Regression. Given two drug SMILES strings and cell line genomic features, predict the synergy score measuring deviation from expected non-interaction effect. (1) Drug 1: CC1=CC2C(CCC3(C2CCC3(C(=O)C)OC(=O)C)C)C4(C1=CC(=O)CC4)C. Drug 2: CC1C(C(CC(O1)OC2CC(CC3=C2C(=C4C(=C3O)C(=O)C5=C(C4=O)C(=CC=C5)OC)O)(C(=O)CO)O)N)O.Cl. Cell line: T-47D. Synergy scores: CSS=38.2, Synergy_ZIP=-6.23, Synergy_Bliss=-8.10, Synergy_Loewe=-10.0, Synergy_HSA=-3.33. (2) Drug 1: CC(C)(C#N)C1=CC(=CC(=C1)CN2C=NC=N2)C(C)(C)C#N. Drug 2: CC1CCCC2(C(O2)CC(NC(=O)CC(C(C(=O)C(C1O)C)(C)C)O)C(=CC3=CSC(=N3)C)C)C. Cell line: 786-0. Synergy scores: CSS=44.4, Synergy_ZIP=5.18, Synergy_Bliss=4.15, Synergy_Loewe=-3.66, Synergy_HSA=4.18. (3) Drug 1: C1CCN(CC1)CCOC2=CC=C(C=C2)C(=O)C3=C(SC4=C3C=CC(=C4)O)C5=CC=C(C=C5)O. Drug 2: C(=O)(N)NO. Cell line: MDA-MB-231. Synergy scores: CSS=12.8, Synergy_ZIP=-0.421, Synergy_Bliss=7.89, Synergy_Loewe=4.51, Synergy_HSA=4.36. (4) Drug 2: CC(C)(C#N)C1=CC(=CC(=C1)CN2C=NC=N2)C(C)(C)C#N. Synergy scores: CSS=6.72, Synergy_ZIP=3.09, Synergy_Bliss=6.64, Synergy_Loewe=-0.606, Synergy_HSA=0.0154. Drug 1: CC1CCC2CC(C(=CC=CC=CC(CC(C(=O)C(C(C(=CC(C(=O)CC(OC(=O)C3CCCCN3C(=O)C(=O)C1(O2)O)C(C)CC4CCC(C(C4)OC)O)C)C)O)OC)C)C)C)OC. Cell line: A498. (5) Drug 1: C1=CC(=CC=C1CCCC(=O)O)N(CCCl)CCCl. Drug 2: C#CCC(CC1=CN=C2C(=N1)C(=NC(=N2)N)N)C3=CC=C(C=C3)C(=O)NC(CCC(=O)O)C(=O)O. Cell line: SK-OV-3. Synergy scores: CSS=9.17, Synergy_ZIP=-5.25, Synergy_Bliss=-5.66, Synergy_Loewe=-5.93, Synergy_HSA=-5.80. (6) Synergy scores: CSS=4.43, Synergy_ZIP=-1.90, Synergy_Bliss=-1.96, Synergy_Loewe=0.154, Synergy_HSA=-2.47. Drug 2: C1CC(=O)NC(=O)C1N2C(=O)C3=CC=CC=C3C2=O. Cell line: SK-MEL-5. Drug 1: CCN(CC)CCNC(=O)C1=C(NC(=C1C)C=C2C3=C(C=CC(=C3)F)NC2=O)C. (7) Drug 1: CC12CCC(CC1=CCC3C2CCC4(C3CC=C4C5=CN=CC=C5)C)O. Drug 2: CC=C1C(=O)NC(C(=O)OC2CC(=O)NC(C(=O)NC(CSSCCC=C2)C(=O)N1)C(C)C)C(C)C. Cell line: UO-31. Synergy scores: CSS=19.9, Synergy_ZIP=-2.58, Synergy_Bliss=6.34, Synergy_Loewe=7.34, Synergy_HSA=7.00.